This data is from Reaction yield outcomes from USPTO patents with 853,638 reactions. The task is: Predict the reaction yield, written as a fraction of the theoretical maximum amount of product (1.0 means a 100% yield; for example, 0.34 means a 34% yield). (1) The reactants are [Br:1][C:2]1[CH:3]=[C:4]([NH2:9])[C:5]([NH2:8])=[N:6][CH:7]=1.[CH2:10](OC(OCC)OCC)C. The catalyst is C(O)=O. The product is [Br:1][C:2]1[CH:3]=[C:4]2[N:9]=[CH:10][NH:8][C:5]2=[N:6][CH:7]=1. The yield is 0.610. (2) The reactants are [F:1][C:2]([C:5]1[CH:12]=[CH:11][C:8]([CH:9]=O)=[CH:7][CH:6]=1)([F:4])[CH3:3].[NH2:13][C:14]1[N:15]=[N:16][C:17]([CH3:20])=[CH:18][CH:19]=1.C([O:23][C:24](=O)[C:25](=[O:39])[CH2:26][C:27]([C:29]1[CH:34]=[CH:33][C:32]([S:35]([CH3:38])(=[O:37])=[O:36])=[CH:31][CH:30]=1)=[O:28])C. No catalyst specified. The product is [F:1][C:2]([C:5]1[CH:12]=[CH:11][C:8]([CH:9]2[N:13]([C:14]3[N:15]=[N:16][C:17]([CH3:20])=[CH:18][CH:19]=3)[C:24](=[O:23])[C:25]([OH:39])=[C:26]2[C:27](=[O:28])[C:29]2[CH:34]=[CH:33][C:32]([S:35]([CH3:38])(=[O:37])=[O:36])=[CH:31][CH:30]=2)=[CH:7][CH:6]=1)([F:4])[CH3:3]. The yield is 0.0400.